Dataset: NCI-60 drug combinations with 297,098 pairs across 59 cell lines. Task: Regression. Given two drug SMILES strings and cell line genomic features, predict the synergy score measuring deviation from expected non-interaction effect. (1) Drug 1: CN(CCCl)CCCl.Cl. Drug 2: C1C(C(OC1N2C=NC(=NC2=O)N)CO)O. Cell line: HOP-62. Synergy scores: CSS=20.0, Synergy_ZIP=-5.60, Synergy_Bliss=1.37, Synergy_Loewe=1.71, Synergy_HSA=1.81. (2) Drug 1: CC(CN1CC(=O)NC(=O)C1)N2CC(=O)NC(=O)C2. Drug 2: CCCCCOC(=O)NC1=NC(=O)N(C=C1F)C2C(C(C(O2)C)O)O. Cell line: OVCAR-4. Synergy scores: CSS=11.4, Synergy_ZIP=-2.95, Synergy_Bliss=-0.640, Synergy_Loewe=-3.47, Synergy_HSA=-0.379. (3) Drug 1: CC1=C2C(C(=O)C3(C(CC4C(C3C(C(C2(C)C)(CC1OC(=O)C(C(C5=CC=CC=C5)NC(=O)OC(C)(C)C)O)O)OC(=O)C6=CC=CC=C6)(CO4)OC(=O)C)O)C)O. Drug 2: CCN(CC)CCCC(C)NC1=C2C=C(C=CC2=NC3=C1C=CC(=C3)Cl)OC. Cell line: MCF7. Synergy scores: CSS=21.3, Synergy_ZIP=-8.22, Synergy_Bliss=-4.40, Synergy_Loewe=-30.2, Synergy_HSA=-2.63. (4) Drug 1: COC1=C(C=C2C(=C1)N=CN=C2NC3=CC(=C(C=C3)F)Cl)OCCCN4CCOCC4. Drug 2: CC1=C2C(C(=O)C3(C(CC4C(C3C(C(C2(C)C)(CC1OC(=O)C(C(C5=CC=CC=C5)NC(=O)OC(C)(C)C)O)O)OC(=O)C6=CC=CC=C6)(CO4)OC(=O)C)O)C)O. Cell line: M14. Synergy scores: CSS=57.2, Synergy_ZIP=10.0, Synergy_Bliss=11.3, Synergy_Loewe=-0.773, Synergy_HSA=12.3. (5) Drug 1: CC1=CC=C(C=C1)C2=CC(=NN2C3=CC=C(C=C3)S(=O)(=O)N)C(F)(F)F. Drug 2: C1=NNC2=C1C(=O)NC=N2. Cell line: KM12. Synergy scores: CSS=-8.54, Synergy_ZIP=4.28, Synergy_Bliss=5.29, Synergy_Loewe=-2.27, Synergy_HSA=-1.58. (6) Drug 1: CN1CCC(CC1)COC2=C(C=C3C(=C2)N=CN=C3NC4=C(C=C(C=C4)Br)F)OC. Drug 2: CC1=CC=C(C=C1)C2=CC(=NN2C3=CC=C(C=C3)S(=O)(=O)N)C(F)(F)F. Cell line: RXF 393. Synergy scores: CSS=8.26, Synergy_ZIP=-1.56, Synergy_Bliss=-0.536, Synergy_Loewe=-6.47, Synergy_HSA=-0.0641. (7) Drug 1: CCC1=C2CN3C(=CC4=C(C3=O)COC(=O)C4(CC)O)C2=NC5=C1C=C(C=C5)O. Drug 2: C(CN)CNCCSP(=O)(O)O. Cell line: UACC-257. Synergy scores: CSS=17.5, Synergy_ZIP=-4.73, Synergy_Bliss=0.522, Synergy_Loewe=-88.5, Synergy_HSA=0.232. (8) Drug 1: C#CCC(CC1=CN=C2C(=N1)C(=NC(=N2)N)N)C3=CC=C(C=C3)C(=O)NC(CCC(=O)O)C(=O)O. Drug 2: C1=NNC2=C1C(=O)NC=N2. Cell line: SF-539. Synergy scores: CSS=14.8, Synergy_ZIP=-1.67, Synergy_Bliss=0.168, Synergy_Loewe=-42.6, Synergy_HSA=-3.06. (9) Drug 1: CC1C(C(CC(O1)OC2CC(CC3=C2C(=C4C(=C3O)C(=O)C5=C(C4=O)C(=CC=C5)OC)O)(C(=O)CO)O)N)O.Cl. Drug 2: CC(C)CN1C=NC2=C1C3=CC=CC=C3N=C2N. Cell line: NCI/ADR-RES. Synergy scores: CSS=8.85, Synergy_ZIP=-6.02, Synergy_Bliss=-9.95, Synergy_Loewe=-0.577, Synergy_HSA=-5.45.